From a dataset of Reaction yield outcomes from USPTO patents with 853,638 reactions. Predict the reaction yield, written as a fraction of the theoretical maximum amount of product (1.0 means a 100% yield; for example, 0.34 means a 34% yield). (1) The reactants are [Cl:1][C:2]1[CH:12]=[C:11]([Cl:13])[CH:10]=[CH:9][C:3]=1[O:4][CH2:5][C:6]([OH:8])=O.Cl.C(N=C=NCCCN(C)C)C.O.ON1C2C=CC=CC=2N=N1.[CH3:37][O:38][C:39]1[CH:40]=[C:41]2[C:46](=[CH:47][C:48]=1[O:49][CH3:50])[N:45]=[CH:44][CH:43]=[C:42]2[O:51][C:52]1[CH:58]=[CH:57][C:55]([NH2:56])=[CH:54][CH:53]=1.C(=O)([O-])O.[Na+]. The catalyst is C(Cl)(Cl)Cl. The product is [CH3:37][O:38][C:39]1[CH:40]=[C:41]2[C:46](=[CH:47][C:48]=1[O:49][CH3:50])[N:45]=[CH:44][CH:43]=[C:42]2[O:51][C:52]1[CH:53]=[CH:54][C:55]([NH:56][C:6](=[O:8])[CH2:5][O:4][C:3]2[CH:9]=[CH:10][C:11]([Cl:13])=[CH:12][C:2]=2[Cl:1])=[CH:57][CH:58]=1. The yield is 0.720. (2) The reactants are [Na:1].N1C(N)=C2C(N(C([C@@H]([C@H](CO)OCP(O)(O)=O)O)=O)C=N2)=NC=1.[N:25]1([C:33]([C@@H:35]([C@H:37]([CH2:50][OH:51])[O:38][CH2:39][P:40]([O:46]C(C)C)([O:42]C(C)C)=[O:41])[OH:36])=[O:34])[CH:32]=[CH:31][C:29]([NH2:30])=[N:28][C:26]1=[O:27]. No catalyst specified. The product is [Na:1].[N:25]1([C:33]([C@@H:35]([C@H:37]([CH2:50][OH:51])[O:38][CH2:39][P:40]([OH:42])([OH:46])=[O:41])[OH:36])=[O:34])[CH:32]=[CH:31][C:29]([NH2:30])=[N:28][C:26]1=[O:27]. The yield is 0.430. (3) The reactants are [CH3:1][O:2][C:3](=[O:15])[CH:4]([OH:14])[C:5]1[CH:10]=[CH:9][CH:8]=[C:7]([N+:11]([O-])=O)[CH:6]=1.[C:16](O[C:16]([O:18][C:19]([CH3:22])([CH3:21])[CH3:20])=[O:17])([O:18][C:19]([CH3:22])([CH3:21])[CH3:20])=[O:17]. The catalyst is CO.[Pd]. The product is [CH3:1][O:2][C:3](=[O:15])[CH:4]([OH:14])[C:5]1[CH:10]=[CH:9][CH:8]=[C:7]([NH:11][C:16]([O:18][C:19]([CH3:22])([CH3:21])[CH3:20])=[O:17])[CH:6]=1. The yield is 0.840. (4) The product is [NH2:13][C:12]1[CH:11]=[CH:10][C:4]([C:5]([N:7]([CH3:9])[CH3:8])=[O:6])=[CH:3][C:2]=1[F:1]. The catalyst is [Ni].C1COCC1. The yield is 1.00. The reactants are [F:1][C:2]1[CH:3]=[C:4]([CH:10]=[CH:11][C:12]=1[N+:13]([O-])=O)[C:5]([N:7]([CH3:9])[CH3:8])=[O:6].